From a dataset of Full USPTO retrosynthesis dataset with 1.9M reactions from patents (1976-2016). Predict the reactants needed to synthesize the given product. (1) Given the product [F:6][C:7]1[CH:12]=[C:11]([N:13]([CH2:20][C:21]2[C:30]([CH3:31])=[C:29]3[C:24]([CH2:25][CH2:26][CH2:27][N:28]3[CH2:32][CH2:33][O:34][S:2]([CH3:1])(=[O:4])=[O:3])=[CH:23][CH:22]=2)[C:14](=[O:19])[C:15]([F:18])([F:16])[F:17])[CH:10]=[CH:9][C:8]=1[CH2:35][CH2:36][C:37]([O:39][CH2:40][CH3:41])=[O:38], predict the reactants needed to synthesize it. The reactants are: [CH3:1][S:2](Cl)(=[O:4])=[O:3].[F:6][C:7]1[CH:12]=[C:11]([N:13]([CH2:20][C:21]2[C:30]([CH3:31])=[C:29]3[C:24]([CH2:25][CH2:26][CH2:27][N:28]3[CH2:32][CH2:33][OH:34])=[CH:23][CH:22]=2)[C:14](=[O:19])[C:15]([F:18])([F:17])[F:16])[CH:10]=[CH:9][C:8]=1[CH2:35][CH2:36][C:37]([O:39][CH2:40][CH3:41])=[O:38].C(N(CC)CC)C. (2) Given the product [C:15]([CH2:17][C:18]1([N:12]2[CH:13]=[C:9]([B:4]3[O:5][C:6]([CH3:7])([CH3:8])[C:2]([CH3:14])([CH3:1])[O:3]3)[CH:10]=[N:11]2)[CH2:21][N:20]([C:22]2[C:36]([F:37])=[CH:35][C:25]([C:26]([NH:28][C@@H:29]([CH3:34])[C:30]([F:33])([F:31])[F:32])=[O:27])=[C:24]([F:38])[CH:23]=2)[CH2:19]1)#[N:16], predict the reactants needed to synthesize it. The reactants are: [CH3:1][C:2]1([CH3:14])[C:6]([CH3:8])([CH3:7])[O:5][B:4]([C:9]2[CH:10]=[N:11][NH:12][CH:13]=2)[O:3]1.[C:15]([CH:17]=[C:18]1[CH2:21][N:20]([C:22]2[C:36]([F:37])=[CH:35][C:25]([C:26]([NH:28][C@@H:29]([CH3:34])[C:30]([F:33])([F:32])[F:31])=[O:27])=[C:24]([F:38])[CH:23]=2)[CH2:19]1)#[N:16].N12CCCN=C1CCCCC2. (3) Given the product [C:1]1([C:7]2[C:16]([C:17]3[CH:18]=[CH:19][CH:20]=[CH:21][CH:22]=3)=[N:15][C:14]3[C:9](=[CH:10][CH:11]=[CH:12][C:13]=3[NH2:23])[N:8]=2)[CH:2]=[CH:3][CH:4]=[CH:5][CH:6]=1, predict the reactants needed to synthesize it. The reactants are: [C:1]1([C:7]2[C:16]([C:17]3[CH:22]=[CH:21][CH:20]=[CH:19][CH:18]=3)=[N:15][C:14]3[C:9](=[CH:10][CH:11]=[CH:12][C:13]=3[N+:23]([O-])=O)[N:8]=2)[CH:6]=[CH:5][CH:4]=[CH:3][CH:2]=1. (4) Given the product [CH3:27][C:25]1[CH:26]=[C:21]([C:18]2[S:17][C:16]([CH2:15][C:8]3([C:9]([O:11][CH2:12][CH3:13])=[O:10])[CH2:7][CH2:6][NH:5][C:4]3=[O:3])=[N:20][CH:19]=2)[CH:22]=[C:23]([NH:28][C:29]2[N:34]=[C:33]([C:35]([F:37])([F:36])[F:38])[CH:32]=[CH:31][N:30]=2)[CH:24]=1, predict the reactants needed to synthesize it. The reactants are: [H-].[Na+].[O:3]=[C:4]1[CH:8]([C:9]([O:11][CH2:12][CH3:13])=[O:10])[CH2:7][CH2:6][NH:5]1.Br[CH2:15][C:16]1[S:17][C:18]([C:21]2[CH:22]=[C:23]([NH:28][C:29]3[N:34]=[C:33]([C:35]([F:38])([F:37])[F:36])[CH:32]=[CH:31][N:30]=3)[CH:24]=[C:25]([CH3:27])[CH:26]=2)=[CH:19][N:20]=1. (5) Given the product [Cl:39][C:35]1[N:34]=[C:33]([CH2:32][C:12]([C:11]2[CH:16]=[CH:17][C:8]([CH2:7][O:6][Si:5]([C:2]([CH3:1])([CH3:3])[CH3:4])([CH3:21])[CH3:20])=[C:9]([O:18][CH3:19])[CH:10]=2)=[O:14])[CH:38]=[CH:37][N:36]=1, predict the reactants needed to synthesize it. The reactants are: [CH3:1][C:2]([Si:5]([CH3:21])([CH3:20])[O:6][CH2:7][C:8]1[CH:17]=[CH:16][C:11]([C:12]([O:14]C)=O)=[CH:10][C:9]=1[O:18][CH3:19])([CH3:4])[CH3:3].[Li+].C[Si]([N-][Si](C)(C)C)(C)C.[CH3:32][C:33]1[CH:38]=[CH:37][N:36]=[C:35]([Cl:39])[N:34]=1.